This data is from Full USPTO retrosynthesis dataset with 1.9M reactions from patents (1976-2016). The task is: Predict the reactants needed to synthesize the given product. (1) Given the product [C:17]([O:1][C@@H:2]1[CH2:6][C:5](=[O:7])[N:4]([CH3:8])[C:3]1=[O:9])(=[O:20])[CH:18]=[CH2:19], predict the reactants needed to synthesize it. The reactants are: [OH:1][C@@H:2]1[CH2:6][C:5](=[O:7])[N:4]([CH3:8])[C:3]1=[O:9].C(N(CC)CC)C.[C:17](Cl)(=[O:20])[CH:18]=[CH2:19].O. (2) Given the product [CH2:1]([O:8][CH:9]([C:19]1[NH:31][N:30]=[C:21]([C:22]2[CH:27]=[CH:26][C:25]([Cl:28])=[CH:24][CH:23]=2)[CH:20]=1)[CH2:10][NH:11][C:12](=[O:18])[O:13][C:14]([CH3:17])([CH3:16])[CH3:15])[C:2]1[CH:7]=[CH:6][CH:5]=[CH:4][CH:3]=1, predict the reactants needed to synthesize it. The reactants are: [CH2:1]([O:8][CH:9]([C:19](=O)[C:20]#[C:21][C:22]1[CH:27]=[CH:26][C:25]([Cl:28])=[CH:24][CH:23]=1)[CH2:10][NH:11][C:12](=[O:18])[O:13][C:14]([CH3:17])([CH3:16])[CH3:15])[C:2]1[CH:7]=[CH:6][CH:5]=[CH:4][CH:3]=1.[NH2:30][NH2:31]. (3) Given the product [ClH:15].[ClH:15].[N:1]1[CH:6]=[CH:5][CH:4]=[C:3]([C:7]2[CH:8]3[CH2:14][CH:12]([CH:13]=2)[CH2:11][NH:10][CH2:9]3)[CH:2]=1, predict the reactants needed to synthesize it. The reactants are: [N:1]1[CH:6]=[CH:5][CH:4]=[C:3]([C:7]2[CH:8]3[CH2:14][CH:12]([CH:13]=2)[CH2:11][NH:10][CH2:9]3)[CH:2]=1.[ClH:15].C(OCC)C. (4) Given the product [I:20][C:21]1[CH:22]=[CH:23][CH:24]=[C:25]2[C:34]=1[CH:33]=[C:32]1[C:27]([C:28]([C:35]([O:37][CH3:38])=[O:36])=[CH:29][CH:30]=[CH:31]1)=[N:26]2, predict the reactants needed to synthesize it. The reactants are: IC1C2C(=NC3C(C=2)=CC=CC=3)C(C(OC)=O)=CC=1.[I:20][C:21]1[CH:22]=[CH:23][CH:24]=[C:25]2[C:34]=1[CH2:33][C:32]1[CH:31]=[CH:30][CH:29]=[C:28]([C:35]([O:37][CH3:38])=[O:36])[C:27]=1[NH:26]2. (5) Given the product [CH3:8][C:4]1[CH:5]=[CH:6][CH:7]=[C:2]([CH3:1])[C:3]=1[NH:9][C:10]1[N:14]2[CH:15]=[C:16]([F:19])[CH:17]=[CH:18][C:13]2=[N:12][C:11]=1[C:20]1[CH:28]=[CH:27][CH:26]=[CH:25][C:21]=1[C:22]([NH:31][NH:30][C:29]([O:33][C:34]([CH3:37])([CH3:36])[CH3:35])=[O:32])=[O:23], predict the reactants needed to synthesize it. The reactants are: [CH3:1][C:2]1[CH:7]=[CH:6][CH:5]=[C:4]([CH3:8])[C:3]=1[NH:9][C:10]1[N:14]2[CH:15]=[C:16]([F:19])[CH:17]=[CH:18][C:13]2=[N:12][C:11]=1[C:20]1[CH:28]=[CH:27][CH:26]=[CH:25][C:21]=1[C:22](O)=[O:23].[C:29]([O:33][C:34]([CH3:37])([CH3:36])[CH3:35])(=[O:32])[NH:30][NH2:31].CCN=C=NCCCN(C)C.Cl.O.